This data is from Peptide-MHC class I binding affinity with 185,985 pairs from IEDB/IMGT. The task is: Regression. Given a peptide amino acid sequence and an MHC pseudo amino acid sequence, predict their binding affinity value. This is MHC class I binding data. (1) The peptide sequence is LLFNKVTLA. The MHC is HLA-A02:03 with pseudo-sequence HLA-A02:03. The binding affinity (normalized) is 0.995. (2) The peptide sequence is LLNETAKVI. The MHC is HLA-A02:03 with pseudo-sequence HLA-A02:03. The binding affinity (normalized) is 0.605. (3) The peptide sequence is YTVKYPTL. The MHC is H-2-Kb with pseudo-sequence H-2-Kb. The binding affinity (normalized) is 0.540. (4) The peptide sequence is TEQFLCYAL. The MHC is HLA-B18:01 with pseudo-sequence HLA-B18:01. The binding affinity (normalized) is 0.718. (5) The MHC is HLA-A02:06 with pseudo-sequence HLA-A02:06. The peptide sequence is KVCAITPTI. The binding affinity (normalized) is 0.646. (6) The peptide sequence is CTDDNALAY. The MHC is HLA-C04:01 with pseudo-sequence HLA-C04:01. The binding affinity (normalized) is 0.0847. (7) The peptide sequence is NIVFSPFGY. The MHC is HLA-B15:17 with pseudo-sequence HLA-B15:17. The binding affinity (normalized) is 0.289. (8) The peptide sequence is YLQSKGKDI. The MHC is HLA-A26:01 with pseudo-sequence HLA-A26:01. The binding affinity (normalized) is 0.0847. (9) The peptide sequence is LRYLLFGIK. The MHC is HLA-A02:01 with pseudo-sequence HLA-A02:01. The binding affinity (normalized) is 0.